From a dataset of Full USPTO retrosynthesis dataset with 1.9M reactions from patents (1976-2016). Predict the reactants needed to synthesize the given product. (1) The reactants are: [C:1](#[N:8])[C:2]1[CH:7]=[CH:6][CH:5]=[CH:4][CH:3]=1.[CH3:9][C:10]1[CH:11]=[C:12]([CH:14]=[CH:15][C:16]=1[CH3:17])[NH2:13]. Given the product [CH3:9][C:10]1[CH:11]=[C:12]([NH:13][C:1]([C:2]2[CH:7]=[CH:6][CH:5]=[CH:4][CH:3]=2)=[NH:8])[CH:14]=[CH:15][C:16]=1[CH3:17], predict the reactants needed to synthesize it. (2) Given the product [CH:1]1([O:4][C:5]2[CH:14]=[CH:13][C:8]([C:9]([OH:11])=[O:10])=[CH:7][CH:6]=2)[CH2:3][CH2:2]1, predict the reactants needed to synthesize it. The reactants are: [CH:1]1([O:4][C:5]2[CH:14]=[CH:13][C:8]([C:9]([O:11]C)=[O:10])=[CH:7][CH:6]=2)[CH2:3][CH2:2]1.CO.[OH-].[Na+].Cl. (3) Given the product [C:3]([C:7]1[CH:12]=[CH:11][CH:10]=[CH:9][C:8]=1[N:13]1[CH2:18][CH2:17][N:16]([C:29]([C:27]2[CH:26]=[CH:25][C:23]3[NH:24][C:20]([SH:19])=[N:21][C:22]=3[CH:28]=2)=[O:30])[CH2:15][CH2:14]1)([CH3:6])([CH3:4])[CH3:5], predict the reactants needed to synthesize it. The reactants are: Cl.Cl.[C:3]([C:7]1[CH:12]=[CH:11][CH:10]=[CH:9][C:8]=1[N:13]1[CH2:18][CH2:17][NH:16][CH2:15][CH2:14]1)([CH3:6])([CH3:5])[CH3:4].[SH:19][C:20]1[NH:21][C:22]2[CH:28]=[C:27]([C:29](O)=[O:30])[CH:26]=[CH:25][C:23]=2[N:24]=1.Cl.C(N=C=NCCCN(C)C)C.O.ON1C2C=CC=CC=2N=N1. (4) Given the product [C:19]1([C:24]2[CH:25]=[CH:26][CH:27]=[CH:28][CH:29]=2)[CH:20]=[CH:21][CH:22]=[CH:23][C:18]=1[CH2:17][N:14]1[CH2:13][CH2:12][N:8]2[C:9]3[CH:10]=[CH:11][C:3]([O:2][CH3:1])=[CH:4][C:5]=3[CH:6]=[C:7]2[CH2:15]1, predict the reactants needed to synthesize it. The reactants are: [CH3:1][O:2][C:3]1[CH:11]=[CH:10][C:9]2[N:8]3[CH2:12][CH2:13][NH:14][CH2:15][C:7]3=[CH:6][C:5]=2[CH:4]=1.Cl[CH2:17][C:18]1[CH:23]=[CH:22][CH:21]=[CH:20][C:19]=1[C:24]1[CH:29]=[CH:28][CH:27]=[CH:26][CH:25]=1. (5) Given the product [N:14]1([C:11]2[N:10]=[CH:9][C:8]([C:7](=[O:19])[CH3:1])=[CH:13][CH:12]=2)[CH:18]=[CH:17][CH:16]=[N:15]1, predict the reactants needed to synthesize it. The reactants are: [CH3:1][Mg]Br.CON(C)[C:7](=[O:19])[C:8]1[CH:13]=[CH:12][C:11]([N:14]2[CH:18]=[CH:17][CH:16]=[N:15]2)=[N:10][CH:9]=1.